From a dataset of Forward reaction prediction with 1.9M reactions from USPTO patents (1976-2016). Predict the product of the given reaction. Given the reactants Br[CH2:2][C:3]1[C:8]2[N:9]=[C:10]([C:12]3[CH:17]=[CH:16][C:15]([O:18][CH3:19])=[CH:14][CH:13]=3)[S:11][C:7]=2[CH:6]=[C:5]([O:20][CH3:21])[CH:4]=1.[C-:22]#[N:23].[K+], predict the reaction product. The product is: [C:22]([CH2:2][C:3]1[C:8]2[N:9]=[C:10]([C:12]3[CH:17]=[CH:16][C:15]([O:18][CH3:19])=[CH:14][CH:13]=3)[S:11][C:7]=2[CH:6]=[C:5]([O:20][CH3:21])[CH:4]=1)#[N:23].